Dataset: Full USPTO retrosynthesis dataset with 1.9M reactions from patents (1976-2016). Task: Predict the reactants needed to synthesize the given product. (1) Given the product [Br:12][C:8]1[C:7]([O:13][CH3:14])=[C:6]([CH2:5][OH:4])[CH:11]=[CH:10][CH:9]=1, predict the reactants needed to synthesize it. The reactants are: [BH4-].[Li+].C[O:4][C:5](=O)[C:6]1[CH:11]=[CH:10][CH:9]=[C:8]([Br:12])[C:7]=1[O:13][CH3:14].CO. (2) The reactants are: [OH:1][C:2]1[CH:10]=[CH:9][CH:8]=[C:7]2[C:3]=1[CH:4]=[CH:5][NH:6]2.[Cl-].[CH:12](=[N+:19]([CH3:21])[CH3:20])[C:13]1[CH:18]=[CH:17][CH:16]=[CH:15][CH:14]=1. Given the product [CH3:20][N:19]([CH:12]([C:13]1[CH:18]=[CH:17][CH:16]=[CH:15][CH:14]=1)[C:4]1[C:3]2[C:2]([OH:1])=[CH:10][CH:9]=[CH:8][C:7]=2[NH:6][CH:5]=1)[CH3:21], predict the reactants needed to synthesize it. (3) Given the product [CH:34]1([C:37]2[C:38]([CH2:51][N:52]3[CH2:53][CH2:54][CH:55]([O:58][C:59]4[CH:64]=[C:63]([Cl:65])[CH:62]=[C:61]([Cl:66])[CH:60]=4)[CH2:56][CH2:57]3)=[CH:39][C:40]([F:50])=[C:41]([CH:49]=2)[C:42]([OH:44])=[O:43])[CH2:36][CH2:35]1, predict the reactants needed to synthesize it. The reactants are: C1(C2C(CN3CCC[C@H](OC4C=C(Cl)C=C(Cl)C=4)C3)=CC(F)=C(C=2)C(OC(C)(C)C)=O)CC1.[CH:34]1([C:37]2[C:38]([CH2:51][N:52]3[CH2:57][CH2:56][CH:55]([O:58][C:59]4[CH:64]=[C:63]([Cl:65])[CH:62]=[C:61]([Cl:66])[CH:60]=4)[CH2:54][CH2:53]3)=[CH:39][C:40]([F:50])=[C:41]([CH:49]=2)[C:42]([O:44]C(C)(C)C)=[O:43])[CH2:36][CH2:35]1. (4) The reactants are: C(OC([NH:8][CH2:9][C:10]1[CH:15]=[CH:14][CH:13]=[C:12]([CH2:16][NH:17][C:18]2[CH:27]=[CH:26][CH:25]=[C:24]3[C:19]=2[CH:20]=[CH:21][N:22]=[CH:23]3)[CH:11]=1)=O)(C)(C)C.[ClH:28].CO. Given the product [ClH:28].[CH:23]1[C:24]2[C:19](=[C:18]([NH:17][CH2:16][C:12]3[CH:13]=[CH:14][CH:15]=[C:10]([CH2:9][NH2:8])[CH:11]=3)[CH:27]=[CH:26][CH:25]=2)[CH:20]=[CH:21][N:22]=1, predict the reactants needed to synthesize it.